Dataset: Forward reaction prediction with 1.9M reactions from USPTO patents (1976-2016). Task: Predict the product of the given reaction. (1) Given the reactants [NH2:1][C:2]1[C:3]([Br:8])=[N:4][CH:5]=[CH:6][CH:7]=1.CN(C=O)C.[H-].[Na+].Br[CH2:17][CH2:18][CH:19]=[CH2:20], predict the reaction product. The product is: [Br:8][C:3]1[C:2]([NH:1][CH2:20][CH2:19][CH:18]=[CH2:17])=[CH:7][CH:6]=[CH:5][N:4]=1. (2) Given the reactants [S:1]1[C:5]2[CH:6]=[CH:7][CH:8]=[CH:9][C:4]=2[CH:3]=[C:2]1[C:10]([NH:12][C@H:13]([C:18]([NH:20][CH2:21][CH2:22][C@@H:23]([NH:36]C(=O)OCC1C=CC=CC=1)[CH2:24][N:25]1[C:33](=[O:34])[C:32]2[C:27](=[CH:28][CH:29]=[CH:30][CH:31]=2)[C:26]1=[O:35])=[O:19])[CH2:14][CH:15]([CH3:17])[CH3:16])=[O:11].B(Br)(Br)Br.[Cl:51][C:52]1[CH:57]=[C:56]([F:58])[CH:55]=[CH:54][C:53]=1[S:59](Cl)(=[O:61])=[O:60].C(N(CC)CC)C, predict the reaction product. The product is: [Cl:51][C:52]1[CH:57]=[C:56]([F:58])[CH:55]=[CH:54][C:53]=1[S:59]([NH:36][C@@H:23]([CH2:24][N:25]1[C:33](=[O:34])[C:32]2[C:27](=[CH:28][CH:29]=[CH:30][CH:31]=2)[C:26]1=[O:35])[CH2:22][CH2:21][NH:20][C:18]([C@@H:13]([NH:12][C:10]([C:2]1[S:1][C:9]2[CH:8]=[CH:7][CH:6]=[CH:5][C:4]=2[CH:3]=1)=[O:11])[CH2:14][CH:15]([CH3:17])[CH3:16])=[O:19])(=[O:61])=[O:60]. (3) Given the reactants [NH2:1][C:2]1[CH:11]=[CH:10][C:5]([C:6]([O:8]C)=[O:7])=[C:4]([S:12]([CH3:15])(=[O:14])=[O:13])[CH:3]=1.Cl[CH2:17][CH2:18][CH2:19][S:20](Cl)(=[O:22])=[O:21], predict the reaction product. The product is: [O:21]=[S:20]1(=[O:22])[CH2:19][CH2:18][CH2:17][N:1]1[C:2]1[CH:11]=[CH:10][C:5]([C:6]([OH:8])=[O:7])=[C:4]([S:12]([CH3:15])(=[O:14])=[O:13])[CH:3]=1. (4) Given the reactants [N:1]1[C:10]2[NH:9][C:8]3[CH:11]=[C:12]([CH2:15][NH:16][C:17]([NH:19]C(=O)C4C=CC=CC=4)=[S:18])[CH:13]=[CH:14][C:7]=3[S:6][C:5]=2[N:4]=[CH:3][CH:2]=1.[OH-].[K+].CO.O1CCCC1, predict the reaction product. The product is: [N:1]1[C:10]2[NH:9][C:8]3[CH:11]=[C:12]([CH2:15][NH:16][C:17]([NH2:19])=[S:18])[CH:13]=[CH:14][C:7]=3[S:6][C:5]=2[N:4]=[CH:3][CH:2]=1. (5) The product is: [F:1][C:2]1[CH:7]=[CH:6][C:5]([N:8]2[C:12]3=[N:13][CH:14]=[CH:15][C:16]([C:25]4[CH:28]=[N:29][CH:30]=[CH:31][C:26]=4[CH3:35])=[C:11]3[CH:10]=[N:9]2)=[CH:4][CH:3]=1. Given the reactants [F:1][C:2]1[CH:7]=[CH:6][C:5]([N:8]2[C:12]3=[N:13][CH:14]=[CH:15][C:16](I)=[C:11]3[CH:10]=[N:9]2)=[CH:4][CH:3]=1.C(=O)([O-])[O-].[K+].[K+].Cl.[CH3:25][C:26]1[C:31](B(O)O)=[CH:30][N:29]=[CH:28]N=1.[CH2:35](Cl)Cl, predict the reaction product. (6) Given the reactants [Br:1][C:2]1[CH:18]=[CH:17][C:5]2[C:6]3[N:7]=[C:8]([C:14]([NH2:16])=O)[S:9][C:10]=3[CH2:11][CH2:12][O:13][C:4]=2[CH:3]=1.[CH3:19]N.[F:21][C:22]([F:27])([F:26])[CH2:23][NH:24][NH2:25], predict the reaction product. The product is: [Br:1][C:2]1[CH:18]=[CH:17][C:5]2[C:6]3[N:7]=[C:8]([C:14]4[N:24]([CH2:23][C:22]([F:27])([F:26])[F:21])[N:25]=[CH:19][N:16]=4)[S:9][C:10]=3[CH2:11][CH2:12][O:13][C:4]=2[CH:3]=1.